Dataset: Reaction yield outcomes from USPTO patents with 853,638 reactions. Task: Predict the reaction yield, written as a fraction of the theoretical maximum amount of product (1.0 means a 100% yield; for example, 0.34 means a 34% yield). (1) The reactants are [I:1][C:2]1[CH:3]=[C:4]([CH:16]=[C:17]([O:21][CH3:22])[C:18]=1[O:19][CH3:20])[CH2:5][CH:6]([C:12](=O)[CH2:13][CH3:14])[C:7](OCC)=[O:8].C(=O)(O)O.[NH2:27][C:28]([NH2:30])=[NH:29]. The catalyst is C(O)C. The product is [NH2:30][C:28]1[N:29]=[C:7]([OH:8])[C:6]([CH2:5][C:4]2[CH:16]=[C:17]([O:21][CH3:22])[C:18]([O:19][CH3:20])=[C:2]([I:1])[CH:3]=2)=[C:12]([CH2:13][CH3:14])[N:27]=1. The yield is 0.780. (2) The reactants are CSC.[Cl:4][C:5]1[CH:10]=[CH:9][C:8]([Mg]Br)=[CH:7][CH:6]=1.[C:13]1([C@@H:19]2[CH2:23][O:22][C:21](=[O:24])[N:20]2[C:25](=[O:38])/[CH:26]=[CH:27]/[C:28]2[CH:29]=[N:30][CH:31]=[C:32]([C:34]([F:37])([F:36])[F:35])[CH:33]=2)[CH:18]=[CH:17][CH:16]=[CH:15][CH:14]=1. The catalyst is C1COCC1. The product is [Cl:4][C:5]1[CH:10]=[CH:9][C:8]([C@@H:27]([C:28]2[CH:29]=[N:30][CH:31]=[C:32]([C:34]([F:36])([F:37])[F:35])[CH:33]=2)[CH2:26][C:25]([N:20]2[C@H:19]([C:13]3[CH:18]=[CH:17][CH:16]=[CH:15][CH:14]=3)[CH2:23][O:22][C:21]2=[O:24])=[O:38])=[CH:7][CH:6]=1. The yield is 0.790.